Dataset: Reaction yield outcomes from USPTO patents with 853,638 reactions. Task: Predict the reaction yield, written as a fraction of the theoretical maximum amount of product (1.0 means a 100% yield; for example, 0.34 means a 34% yield). (1) The reactants are [CH2:1]([N:8]([CH2:19][C:20]1[CH:25]=[CH:24][CH:23]=[CH:22][CH:21]=1)[C@@H:9]([CH3:18])[C:10](=[O:17])[CH2:11][C:12]([O:14][CH2:15][CH3:16])=[O:13])[C:2]1[CH:7]=[CH:6][CH:5]=[CH:4][CH:3]=1.Br[CH2:27][CH2:28]Br.C(=O)([O-])[O-].[K+].[K+].O. The catalyst is CC(C)=O. The product is [CH2:1]([N:8]([CH2:19][C:20]1[CH:21]=[CH:22][CH:23]=[CH:24][CH:25]=1)[CH:9]([CH3:18])[C:10]([C:11]1([C:12]([O:14][CH2:15][CH3:16])=[O:13])[CH2:28][CH2:27]1)=[O:17])[C:2]1[CH:3]=[CH:4][CH:5]=[CH:6][CH:7]=1. The yield is 0.430. (2) The catalyst is C(Cl)Cl. The yield is 0.790. The product is [CH3:1][C:2]1[CH:11]=[CH:10][C:9]2[CH2:8][CH2:7][CH2:6][CH:5]([NH:12][CH2:27][CH2:26][CH2:25][CH2:24][N:15]3[C:16](=[O:23])[C:17]4[C:22](=[CH:21][CH:20]=[CH:19][CH:18]=4)[C:14]3=[O:13])[C:4]=2[N:3]=1. The reactants are [CH3:1][C:2]1[CH:11]=[CH:10][C:9]2[CH2:8][CH2:7][CH2:6][CH:5]([NH2:12])[C:4]=2[N:3]=1.[O:13]=[C:14]1[C:22]2[C:17](=[CH:18][CH:19]=[CH:20][CH:21]=2)[C:16](=[O:23])[N:15]1[CH2:24][CH2:25][CH2:26][CH:27]=O.C(O[BH-](OC(=O)C)OC(=O)C)(=O)C.[Na+].C(=O)(O)[O-].[Na+].